This data is from Reaction yield outcomes from USPTO patents with 853,638 reactions. The task is: Predict the reaction yield, written as a fraction of the theoretical maximum amount of product (1.0 means a 100% yield; for example, 0.34 means a 34% yield). (1) The reactants are S(Cl)(Cl)=O.[C:5]1([C:11]2([C:14]([OH:16])=O)[CH2:13][CH2:12]2)[CH:10]=[CH:9][CH:8]=[CH:7][CH:6]=1.[NH3:17]. The catalyst is C1(C)C=CC=CC=1.CN(C=O)C.Cl. The product is [C:5]1([C:11]2([C:14]([NH2:17])=[O:16])[CH2:13][CH2:12]2)[CH:10]=[CH:9][CH:8]=[CH:7][CH:6]=1. The yield is 0.950. (2) The reactants are COP([CH2:7][C:8](=[O:16])[C:9]([F:15])([F:14])[CH2:10][CH2:11][CH2:12][CH3:13])(=O)OC.O.[OH-].[Li+].[C:20]([O:23][C@@H:24]1[C@H:28]([CH2:29][CH2:30][CH2:31][CH2:32][CH2:33][CH2:34][C:35]([O:37][CH3:38])=[O:36])[C@@H:27]([CH:39]=O)[C@H:26]([O:41][CH:42]2[CH2:47][CH2:46][CH2:45][CH2:44][O:43]2)[CH2:25]1)(=[O:22])[CH3:21]. The catalyst is COC(C)(C)C.O. The product is [C:20]([O:23][C@@H:24]1[C@H:28]([CH2:29][CH2:30][CH2:31][CH2:32][CH2:33][CH2:34][C:35]([O:37][CH3:38])=[O:36])[C@@H:27](/[CH:39]=[CH:7]/[C:8](=[O:16])[C:9]([F:14])([F:15])[CH2:10][CH2:11][CH2:12][CH3:13])[C@H:26]([O:41][CH:42]2[CH2:47][CH2:46][CH2:45][CH2:44][O:43]2)[CH2:25]1)(=[O:22])[CH3:21]. The yield is 0.901.